Task: Predict the reaction yield, written as a fraction of the theoretical maximum amount of product (1.0 means a 100% yield; for example, 0.34 means a 34% yield).. Dataset: Reaction yield outcomes from USPTO patents with 853,638 reactions (1) The reactants are [CH3:1][C:2]1[CH:11]=[C:10]([CH3:12])[C:9]2[CH2:8][CH2:7][CH2:6][CH2:5][C:4]=2[C:3]=1[N:13]1[C:17]([C:18]([F:21])([F:20])[F:19])=[N:16][N:15]=[C:14]1[SH:22].Br[CH2:24][C:25]([O:27][CH2:28][CH3:29])=[O:26].C(=O)([O-])[O-].[K+].[K+].CN(C=O)C. The catalyst is C1COCC1.O. The product is [CH3:1][C:2]1[CH:11]=[C:10]([CH3:12])[C:9]2[CH2:8][CH2:7][CH2:6][CH2:5][C:4]=2[C:3]=1[N:13]1[C:17]([C:18]([F:21])([F:20])[F:19])=[N:16][N:15]=[C:14]1[S:22][CH2:24][C:25]([O:27][CH2:28][CH3:29])=[O:26]. The yield is 0.540. (2) The reactants are CN1CCCC1=O.Cl[C:9]1[N:10]([CH2:32][CH:33]2[CH2:35][CH2:34]2)[C:11]2[C:16]([N:17]=1)=[C:15]([N:18]1[CH2:23][CH2:22][O:21][CH2:20][CH2:19]1)[N:14]=[C:13]([C:24]1[C:25]([CH3:31])=[N:26][C:27]([NH2:30])=[N:28][CH:29]=1)[N:12]=2.[NH:36]1[CH2:44][CH2:43][CH:39]([C:40]([NH2:42])=[O:41])[CH2:38][CH2:37]1. The catalyst is O. The product is [NH2:30][C:27]1[N:26]=[C:25]([CH3:31])[C:24]([C:13]2[N:12]=[C:11]3[C:16]([N:17]=[C:9]([N:36]4[CH2:44][CH2:43][CH:39]([C:40]([NH2:42])=[O:41])[CH2:38][CH2:37]4)[N:10]3[CH2:32][CH:33]3[CH2:35][CH2:34]3)=[C:15]([N:18]3[CH2:23][CH2:22][O:21][CH2:20][CH2:19]3)[N:14]=2)=[CH:29][N:28]=1. The yield is 0.690. (3) The reactants are [NH2:1][C:2]1[CH:3]=[CH:4][C:5]2[N:10]([CH2:11][CH2:12][N:13]3[CH2:17][CH2:16][CH2:15][CH2:14]3)[C:9](=[O:18])[CH2:8][O:7][C:6]=2[CH:19]=1.I.[S:21]1[CH:25]=[CH:24][CH:23]=[C:22]1[C:26](SC)=[NH:27]. The catalyst is C(O)C.C([O-])(O)=O.[Na+]. The product is [O:18]=[C:9]1[CH2:8][O:7][C:6]2[CH:19]=[C:2]([NH:1][C:26]([C:22]3[S:21][CH:25]=[CH:24][CH:23]=3)=[NH:27])[CH:3]=[CH:4][C:5]=2[N:10]1[CH2:11][CH2:12][N:13]1[CH2:14][CH2:15][CH2:16][CH2:17]1. The yield is 0.900. (4) The reactants are [ClH:1].[CH2:2]([C:5]1[N:6]=[C:7]([NH2:10])[NH:8][CH:9]=1)[C:3]#[CH:4].[N:11]([CH2:14][C:15]1[CH:19]=[CH:18][O:17][CH:16]=1)=[N+:12]=[N-:13]. No catalyst specified. The product is [ClH:1].[O:17]1[CH:18]=[CH:19][C:15]([CH2:14][N:11]2[CH:4]=[C:3]([CH2:2][C:5]3[N:6]=[C:7]([NH2:10])[NH:8][CH:9]=3)[N:13]=[N:12]2)=[CH:16]1. The yield is 0.430. (5) The reactants are [CH3:1][C:2]1[N:3]([S:18]([C:21]2[CH:22]=[N:23][CH:24]=[CH:25][CH:26]=2)(=[O:20])=[O:19])[C:4]([C:12]2[CH:17]=[CH:16][CH:15]=[CH:14][CH:13]=2)=[CH:5][C:6]=1[C:7](OCC)=[O:8].[H-].C([Al+]CC(C)C)C(C)C.O.C(OCC)(=O)C. The catalyst is O1CCCC1.C1(C)C=CC=CC=1. The product is [CH3:1][C:2]1[N:3]([S:18]([C:21]2[CH:22]=[N:23][CH:24]=[CH:25][CH:26]=2)(=[O:19])=[O:20])[C:4]([C:12]2[CH:13]=[CH:14][CH:15]=[CH:16][CH:17]=2)=[CH:5][C:6]=1[CH:7]=[O:8]. The yield is 0.270.